From a dataset of Peptide-MHC class II binding affinity with 134,281 pairs from IEDB. Regression. Given a peptide amino acid sequence and an MHC pseudo amino acid sequence, predict their binding affinity value. This is MHC class II binding data. (1) The peptide sequence is DIDLGRNEVVNDVST. The MHC is DRB1_0405 with pseudo-sequence DRB1_0405. The binding affinity (normalized) is 0.275. (2) The peptide sequence is RGKVVLIDFWAYPCI. The binding affinity (normalized) is 0.122. The MHC is HLA-DQA10201-DQB10202 with pseudo-sequence HLA-DQA10201-DQB10202. (3) The peptide sequence is DDIRKLLESQGRKDI. The MHC is DRB1_0101 with pseudo-sequence DRB1_0101. The binding affinity (normalized) is 0.392. (4) The peptide sequence is EKKYFAHTQFEPLAA. The MHC is DRB1_0101 with pseudo-sequence DRB1_0101. The binding affinity (normalized) is 0.582.